This data is from Catalyst prediction with 721,799 reactions and 888 catalyst types from USPTO. The task is: Predict which catalyst facilitates the given reaction. (1) Reactant: [CH3:1][NH:2][CH2:3][C:4]1[S:8][C:7]([C:9]([O:11][CH3:12])=[O:10])=[CH:6][CH:5]=1.C([O-])(O)=O.[Na+].[CH3:30][C:29]([O:28][C:26](O[C:26]([O:28][C:29]([CH3:32])([CH3:31])[CH3:30])=[O:27])=[O:27])([CH3:32])[CH3:31]. Product: [CH3:32][C:29]([O:28][C:26]([N:2]([CH2:3][C:4]1[S:8][C:7]([C:9]([O:11][CH3:12])=[O:10])=[CH:6][CH:5]=1)[CH3:1])=[O:27])([CH3:30])[CH3:31]. The catalyst class is: 49. (2) Reactant: [CH3:1][N:2]1[CH2:7][CH2:6][N:5]([C:8]([C:10]2[CH:11]=[C:12]3[C:16](=[CH:17][CH:18]=2)[NH:15][CH:14]=[CH:13]3)=[O:9])[CH2:4][CH2:3]1.[C:19]([O:23][C:24](O[C:24]([O:23][C:19]([CH3:22])([CH3:21])[CH3:20])=[O:25])=[O:25])([CH3:22])([CH3:21])[CH3:20].O. Product: [CH3:1][N:2]1[CH2:3][CH2:4][N:5]([C:8]([C:10]2[CH:11]=[C:12]3[C:16](=[CH:17][CH:18]=2)[N:15]([C:24]([O:23][C:19]([CH3:22])([CH3:21])[CH3:20])=[O:25])[CH:14]=[CH:13]3)=[O:9])[CH2:6][CH2:7]1. The catalyst class is: 616. (3) Reactant: [Cl:1][C:2]1[CH:3]=[N:4][C:5]2[C:10]([C:11]=1[O:12][CH2:13][C:14]13[CH2:21][CH2:20][C:17]([C:22]([O:24]C)=[O:23])([CH2:18][CH2:19]1)[CH2:16][CH2:15]3)=[N:9][C:8]([O:26][CH3:27])=[CH:7][CH:6]=2.[OH-].[Na+]. Product: [Cl:1][C:2]1[CH:3]=[N:4][C:5]2[C:10]([C:11]=1[O:12][CH2:13][C:14]13[CH2:19][CH2:18][C:17]([C:22]([OH:24])=[O:23])([CH2:16][CH2:15]1)[CH2:20][CH2:21]3)=[N:9][C:8]([O:26][CH3:27])=[CH:7][CH:6]=2. The catalyst class is: 5. (4) Reactant: Cl.[NH2:2][C:3]1[N:8]=[CH:7][N:6]=[C:5]2[N:9]([CH:20]([C:22]3[O:23][C:24](=[O:51])[C:25]4[C:30]([C:31]=3[C:32]3[CH2:33][CH2:34][N:35]([C:38]([CH:40]5[CH2:43][N:42](C(OC(C)(C)C)=O)[CH2:41]5)=[O:39])[CH2:36][CH:37]=3)=[CH:29][CH:28]=[CH:27][CH:26]=4)[CH3:21])[N:10]=[C:11]([C:12]3[CH:17]=[C:16]([OH:18])[CH:15]=[C:14]([F:19])[CH:13]=3)[C:4]=12.O.CC#N.C(O)=O. Product: [CH:24]([OH:51])=[O:23].[NH2:2][C:3]1[N:8]=[CH:7][N:6]=[C:5]2[N:9]([CH:20]([C:22]3[O:23][C:24](=[O:51])[C:25]4[C:30]([C:31]=3[C:32]3[CH2:33][CH2:34][N:35]([C:38]([CH:40]5[CH2:41][NH:42][CH2:43]5)=[O:39])[CH2:36][CH:37]=3)=[CH:29][CH:28]=[CH:27][CH:26]=4)[CH3:21])[N:10]=[C:11]([C:12]3[CH:17]=[C:16]([OH:18])[CH:15]=[C:14]([F:19])[CH:13]=3)[C:4]=12. The catalyst class is: 12. (5) The catalyst class is: 1. Reactant: [S:1]([O-:5])(=[O:4])(=[O:3])[CH3:2].[CH2:6]([O:24][C:25]1[CH:26]=[C:27]([CH:69]([CH2:72][OH:73])[CH2:70]O)[CH:28]=[C:29]([O:50][CH2:51][CH2:52][CH2:53][CH2:54][CH2:55][CH2:56][CH2:57][CH2:58][CH2:59][CH2:60][CH2:61][CH2:62][CH2:63][CH2:64][CH2:65][CH2:66][CH2:67][CH3:68])[C:30]=1[O:31][CH2:32][CH2:33][CH2:34][CH2:35][CH2:36][CH2:37][CH2:38][CH2:39][CH2:40][CH2:41][CH2:42][CH2:43][CH2:44][CH2:45][CH2:46][CH2:47][CH2:48][CH3:49])[CH2:7][CH2:8][CH2:9][CH2:10][CH2:11][CH2:12][CH2:13][CH2:14][CH2:15][CH2:16][CH2:17][CH2:18][CH2:19][CH2:20][CH2:21][CH2:22][CH3:23].C(N(CC)CC)C.[CH3:81][S:82](Cl)(=[O:84])=[O:83]. Product: [CH3:2][S:1]([O:5][CH2:70][CH:69]([C:27]1[CH:26]=[C:25]([O:24][CH2:6][CH2:7][CH2:8][CH2:9][CH2:10][CH2:11][CH2:12][CH2:13][CH2:14][CH2:15][CH2:16][CH2:17][CH2:18][CH2:19][CH2:20][CH2:21][CH2:22][CH3:23])[C:30]([O:31][CH2:32][CH2:33][CH2:34][CH2:35][CH2:36][CH2:37][CH2:38][CH2:39][CH2:40][CH2:41][CH2:42][CH2:43][CH2:44][CH2:45][CH2:46][CH2:47][CH2:48][CH3:49])=[C:29]([O:50][CH2:51][CH2:52][CH2:53][CH2:54][CH2:55][CH2:56][CH2:57][CH2:58][CH2:59][CH2:60][CH2:61][CH2:62][CH2:63][CH2:64][CH2:65][CH2:66][CH2:67][CH3:68])[CH:28]=1)[CH2:72][O:73][S:82]([CH3:81])(=[O:84])=[O:83])(=[O:4])=[O:3]. (6) Reactant: [H-].[H-].[H-].[H-].[Li+].[Al+3].[NH:7]1[C:15]2[CH2:14][CH2:13][CH2:12][CH2:11][C:10]=2[C:9]([C:16](OCC)=[O:17])=[N:8]1. Product: [NH:7]1[C:15]2[CH2:14][CH2:13][CH2:12][CH2:11][C:10]=2[C:9]([CH2:16][OH:17])=[N:8]1. The catalyst class is: 7.